From a dataset of NCI-60 drug combinations with 297,098 pairs across 59 cell lines. Regression. Given two drug SMILES strings and cell line genomic features, predict the synergy score measuring deviation from expected non-interaction effect. (1) Drug 1: CC(C)CN1C=NC2=C1C3=CC=CC=C3N=C2N. Drug 2: CC1C(C(CC(O1)OC2CC(CC3=C2C(=C4C(=C3O)C(=O)C5=C(C4=O)C(=CC=C5)OC)O)(C(=O)CO)O)N)O.Cl. Cell line: SR. Synergy scores: CSS=42.3, Synergy_ZIP=1.11, Synergy_Bliss=-0.0855, Synergy_Loewe=-14.8, Synergy_HSA=-1.49. (2) Drug 1: C1CCN(CC1)CCOC2=CC=C(C=C2)C(=O)C3=C(SC4=C3C=CC(=C4)O)C5=CC=C(C=C5)O. Drug 2: CC1=C(C=C(C=C1)NC(=O)C2=CC=C(C=C2)CN3CCN(CC3)C)NC4=NC=CC(=N4)C5=CN=CC=C5. Cell line: HCC-2998. Synergy scores: CSS=-9.19, Synergy_ZIP=5.48, Synergy_Bliss=2.74, Synergy_Loewe=-6.68, Synergy_HSA=-7.94.